This data is from Reaction yield outcomes from USPTO patents with 853,638 reactions. The task is: Predict the reaction yield, written as a fraction of the theoretical maximum amount of product (1.0 means a 100% yield; for example, 0.34 means a 34% yield). The reactants are C(S[C:4](=[O:23])[CH:5]([C:19]([F:22])([F:21])[F:20])[CH2:6][C:7](=O)[C:8]1[CH:13]=[CH:12][C:11]([C:14]([F:17])([F:16])[F:15])=[CH:10][CH:9]=1)C.O.[NH2:25][NH2:26]. The catalyst is CCO. The product is [F:20][C:19]([F:22])([F:21])[CH:5]1[CH2:6][C:7]([C:8]2[CH:13]=[CH:12][C:11]([C:14]([F:17])([F:16])[F:15])=[CH:10][CH:9]=2)=[N:26][NH:25][C:4]1=[O:23]. The yield is 1.00.